Dataset: Forward reaction prediction with 1.9M reactions from USPTO patents (1976-2016). Task: Predict the product of the given reaction. The product is: [CH2:1]([O:3][C:4]1[CH:19]=[C:18]([CH2:20][NH:30][CH2:22][CH2:23][C:24]2[CH:29]=[CH:28][CH:27]=[CH:26][CH:25]=2)[CH:17]=[CH:16][C:5]=1[O:6][C:7]1[CH:15]=[CH:14][C:10]([C:11]([NH2:13])=[O:12])=[CH:9][N:8]=1)[CH3:2]. Given the reactants [CH2:1]([O:3][C:4]1[CH:19]=[C:18]([CH:20]=O)[CH:17]=[CH:16][C:5]=1[O:6][C:7]1[CH:15]=[CH:14][C:10]([C:11]([NH2:13])=[O:12])=[CH:9][N:8]=1)[CH3:2].[CH2:22]([NH2:30])[CH2:23][C:24]1[CH:29]=[CH:28][CH:27]=[CH:26][CH:25]=1, predict the reaction product.